This data is from Reaction yield outcomes from USPTO patents with 853,638 reactions. The task is: Predict the reaction yield, written as a fraction of the theoretical maximum amount of product (1.0 means a 100% yield; for example, 0.34 means a 34% yield). (1) The reactants are [N:1]1[N:9]2[C:4]([CH2:5][O:6][CH2:7][CH2:8]2)=[CH:3][C:2]=1[NH:10][C:11]1[C:12](=[O:27])[N:13]([CH3:26])[CH:14]=[C:15](B2OC(C)(C)C(C)(C)O2)[CH:16]=1.[C:28]([O:31][CH2:32][C:33]1[C:38]([N:39]2[C:51](=[O:52])[C:50]3[S:49][C:48]4[CH2:47][CH2:46][CH2:45][CH2:44][C:43]=4[C:42]=3[CH2:41][CH2:40]2)=[CH:37][C:36]([F:53])=[CH:35][C:34]=1Br)(=[O:30])[CH3:29].C([O-])([O-])=O.[Na+].[Na+]. The catalyst is COCCOC.C1C=CC(P(C2C=CC=CC=2)[C-]2C=CC=C2)=CC=1.C1C=CC(P(C2C=CC=CC=2)[C-]2C=CC=C2)=CC=1.Cl[Pd]Cl.[Fe+2]. The product is [C:28]([O:31][CH2:32][C:33]1[C:38]([N:39]2[C:51](=[O:52])[C:50]3[S:49][C:48]4[CH2:47][CH2:46][CH2:45][CH2:44][C:43]=4[C:42]=3[CH2:41][CH2:40]2)=[CH:37][C:36]([F:53])=[CH:35][C:34]=1[C:15]1[CH:16]=[C:11]([NH:10][C:2]2[CH:3]=[C:4]3[N:9]([N:1]=2)[CH2:8][CH2:7][O:6][CH2:5]3)[C:12](=[O:27])[N:13]([CH3:26])[CH:14]=1)(=[O:30])[CH3:29]. The yield is 0.500. (2) The product is [F:1][C:2]1[CH:7]=[CH:6][C:5]([N:8]2[C:16]3[C:11](=[CH:12][C:13]([S:17][C@H:18]([C:31]4[CH:32]=[CH:33][CH:34]=[CH:35][CH:36]=4)[C@@H:19]([NH2:21])[CH3:20])=[CH:14][CH:15]=3)[CH:10]=[N:9]2)=[CH:4][CH:3]=1. The yield is 0.840. No catalyst specified. The reactants are [F:1][C:2]1[CH:7]=[CH:6][C:5]([N:8]2[C:16]3[C:11](=[CH:12][C:13]([S:17][C@H:18]([C:31]4[CH:36]=[CH:35][CH:34]=[CH:33][CH:32]=4)[C@@H:19]([NH:21]S(CC[Si](C)(C)C)(=O)=O)[CH3:20])=[CH:14][CH:15]=3)[CH:10]=[N:9]2)=[CH:4][CH:3]=1.CN(C=O)C. (3) The reactants are [CH2:1]1[C:4]2([CH2:7][NH:6][CH2:5]2)[CH2:3][O:2]1.C[O:9][C:10]([C:12]1[C:16]([NH:17][C:18]([C:20]2[C:25]([NH:26][C:27]3[CH:28]=[N:29][CH:30]=[N:31][CH:32]=3)=[CH:24][CH:23]=[C:22]([CH:33]3[CH2:35][CH2:34]3)[N:21]=2)=[O:19])=[CH:15][N:14]([CH3:36])[N:13]=1)=O. No catalyst specified. The product is [CH3:36][N:14]1[CH:15]=[C:16]([NH:17][C:18]([C:20]2[C:25]([NH:26][C:27]3[CH:32]=[N:31][CH:30]=[N:29][CH:28]=3)=[CH:24][CH:23]=[C:22]([CH:33]3[CH2:34][CH2:35]3)[N:21]=2)=[O:19])[C:12]([C:10]([N:6]2[CH2:7][C:4]3([CH2:3][O:2][CH2:1]3)[CH2:5]2)=[O:9])=[N:13]1. The yield is 0.0500. (4) The reactants are [C-:1]1([CH2:6][NH2:7])[CH:5]=[CH:4][CH:3]=[CH:2]1.[CH-:8]1[CH:12]=[CH:11][CH:10]=[CH:9]1.[Fe+2:13].C1(N=C=NC2CCCCC2)CCCCC1.ON1C2C=CC=CC=2N=N1.[SH:39][CH2:40][CH2:41][CH2:42][CH2:43][CH2:44][CH2:45][CH2:46][CH2:47][CH2:48][CH2:49][C:50](O)=[O:51]. The catalyst is CC(C)=O. The product is [C-:1]1([CH2:6][NH:7][C:50](=[O:51])[CH2:49][CH2:48][CH2:47][CH2:46][CH2:45][CH2:44][CH2:43][CH2:42][CH2:41][CH2:40][SH:39])[CH:5]=[CH:4][CH:3]=[CH:2]1.[CH-:8]1[CH:12]=[CH:11][CH:10]=[CH:9]1.[Fe+2:13]. The yield is 0.850. (5) The reactants are [O:1]=[C:2]1[NH:7][C:6]2[CH:8]=[C:9]([C:12](OC)=[O:13])[CH:10]=[N:11][C:5]=2[N:4]2[CH2:16][CH2:17][O:18][CH2:19][CH:3]12.[H-].[Na+].[H-].[Al+3].[Li+].[H-].[H-].[H-].CO. The catalyst is O1CCCC1.O.C(OCC)(=O)C. The product is [OH:13][CH2:12][C:9]1[CH:10]=[N:11][C:5]2[N:4]3[CH2:16][CH2:17][O:18][CH2:19][CH:3]3[C:2](=[O:1])[NH:7][C:6]=2[CH:8]=1. The yield is 0.735. (6) The reactants are [CH2:1]([O:5][C:6]1[N:14]=[C:13]2[C:9]([N:10]=[CH:11][N:12]2[CH2:15][C:16]2[CH:21]=[CH:20][CH:19]=[C:18]([CH2:22]O)[CH:17]=2)=[C:8]([NH2:24])[N:7]=1)[CH2:2][CH2:3][CH3:4].[CH2:25]([N:27](CC)CC)C.S(Cl)(C1C=CC(C)=CC=1)(=O)=O.[C-]#N.[Na+]. The catalyst is CN(C=O)C.N1C=CC=CC=1. The product is [CH2:1]([O:5][C:6]1[N:14]=[C:13]2[C:9]([N:10]=[CH:11][N:12]2[CH2:15][C:16]2[CH:21]=[CH:20][CH:19]=[C:18]([CH2:22][C:25]#[N:27])[CH:17]=2)=[C:8]([NH2:24])[N:7]=1)[CH2:2][CH2:3][CH3:4]. The yield is 0.440. (7) The reactants are [CH3:1][O:2][N:3]([CH2:5][C:6]1[N:7]=[C:8]([NH:11][C:12](N2C=CN=C2)=[O:13])[S:9][CH:10]=1)[CH3:4].[C:19]([OH:23])([CH3:22])([CH3:21])[CH3:20]. No catalyst specified. The product is [C:19]([O:23][C:12]([NH:11][C:8]1[S:9][CH:10]=[C:6]([CH2:5][N:3]([O:2][CH3:1])[CH3:4])[N:7]=1)=[O:13])([CH3:22])([CH3:21])[CH3:20]. The yield is 0.900.